From a dataset of Forward reaction prediction with 1.9M reactions from USPTO patents (1976-2016). Predict the product of the given reaction. Given the reactants C([N:8]1[CH2:13][CH2:12][CH:11]([C:14]2[CH:19]=[CH:18][CH:17]=[C:16]([Br:20])[CH:15]=2)[CH:10](O)[CH2:9]1)C1C=CC=CC=1.[C:22](=[O:25])([O-:24])[O-:23].[Li+].[Li+].Cl[C:29]([O:31][CH2:32][CH2:33][Si:34]([CH3:37])([CH3:36])[CH3:35])=[O:30].O1[CH2:42][CH2:41]CC1, predict the reaction product. The product is: [Br:20][C:16]1[CH:15]=[C:14]([CH:11]2[CH2:10][CH2:9][N:8]([C:29]([O:31][CH2:32][CH2:33][Si:34]([CH3:37])([CH3:36])[CH3:35])=[O:30])[CH2:13][CH:12]2[O:25][C:22]([O:24][CH2:41][CH2:42][Si:34]([CH3:36])([CH3:35])[CH3:33])=[O:23])[CH:19]=[CH:18][CH:17]=1.